From a dataset of Forward reaction prediction with 1.9M reactions from USPTO patents (1976-2016). Predict the product of the given reaction. (1) Given the reactants [NH:1]1[C:10]2[C:5](=[CH:6][CH:7]=[CH:8][CH:9]=2)[CH2:4][CH:3]([CH2:11][OH:12])[CH2:2]1.N1C=CN=C1.[Si:18](Cl)([C:21]([CH3:24])([CH3:23])[CH3:22])([CH3:20])[CH3:19], predict the reaction product. The product is: [Si:18]([O:12][CH2:11][CH:3]1[CH2:4][C:5]2[C:10](=[CH:9][CH:8]=[CH:7][CH:6]=2)[NH:1][CH2:2]1)([C:21]([CH3:24])([CH3:23])[CH3:22])([CH3:20])[CH3:19]. (2) Given the reactants Cl[CH2:2][C:3]([NH:5][C:6]([CH2:16][OH:17])([CH3:15])[CH2:7][C:8]1[CH:13]=[CH:12][CH:11]=[C:10]([I:14])[CH:9]=1)=[O:4].CC([O-])(C)C.[K+], predict the reaction product. The product is: [I:14][C:10]1[CH:9]=[C:8]([CH:13]=[CH:12][CH:11]=1)[CH2:7][C:6]1([CH3:15])[NH:5][C:3](=[O:4])[CH2:2][O:17][CH2:16]1. (3) The product is: [CH3:1][O:2][CH:3]([O:17][CH3:18])[C:4]1[CH:5]=[C:6]([CH:12]=[CH:13][C:14]=1[O:15][CH3:16])[C:7]([OH:9])=[O:8]. Given the reactants [CH3:1][O:2][CH:3]([O:17][CH3:18])[C:4]1[CH:5]=[C:6]([CH:12]=[CH:13][C:14]=1[O:15][CH3:16])[C:7]([O:9]CC)=[O:8].[OH-].[K+].Cl, predict the reaction product. (4) Given the reactants [F:1][C:2]1[CH:3]=[C:4]([C:10](OC)=[C:11]([C:14]#[N:15])[C:12]#[N:13])[CH:5]=[C:6]([O:8][CH3:9])[CH:7]=1.[NH2:18][NH2:19], predict the reaction product. The product is: [NH2:13][C:12]1[NH:19][N:18]=[C:10]([C:4]2[CH:5]=[C:6]([O:8][CH3:9])[CH:7]=[C:2]([F:1])[CH:3]=2)[C:11]=1[C:14]#[N:15]. (5) The product is: [CH3:45][C:10]1([CH3:44])[C@@H:9]([OH:8])[CH2:33][CH2:32][C@@:31]2([CH3:34])[C:11]1=[CH:12][CH:13]=[C:14]1[C@@H:30]2[CH2:29][CH2:28][C@@:27]2([CH3:35])[C@H:15]1[CH2:16][C@H:17]([OH:36])[C@@H:18]2[C@H:19]([CH3:26])[CH2:20][CH2:21][CH2:22][CH:23]([CH3:25])[CH3:24]. Given the reactants [Si]([O:8][C@H:9]1[CH2:33][CH2:32][C@@:31]2([CH3:34])[C:11](=[CH:12][CH:13]=[C:14]3[C@@H:30]2[CH2:29][CH2:28][C@@:27]2([CH3:35])[C@H:15]3[CH2:16][C@H:17]([O:36][Si](C(C)(C)C)(C)C)[C@@H:18]2[C@H:19]([CH3:26])[CH2:20][CH2:21][CH2:22][CH:23]([CH3:25])[CH3:24])[C:10]1([CH3:45])[CH3:44])(C(C)(C)C)(C)C.CC(C[AlH]CC(C)C)C, predict the reaction product. (6) Given the reactants Cl[C:2]1[C:11]2[C:6](=[CH:7][C:8]([C:12]3[CH:17]=[CH:16][CH:15]=[CH:14][CH:13]=3)=[CH:9][CH:10]=2)[N:5]=[CH:4][C:3]=1[N+:18]([O-:20])=[O:19].[O:21]([CH2:28][CH2:29][NH2:30])[C:22]1[CH:27]=[CH:26][CH:25]=[CH:24][CH:23]=1, predict the reaction product. The product is: [N+:18]([C:3]1[CH:4]=[N:5][C:6]2[C:11]([C:2]=1[NH:30][CH2:29][CH2:28][O:21][C:22]1[CH:27]=[CH:26][CH:25]=[CH:24][CH:23]=1)=[CH:10][CH:9]=[C:8]([C:12]1[CH:17]=[CH:16][CH:15]=[CH:14][CH:13]=1)[CH:7]=2)([O-:20])=[O:19]. (7) The product is: [CH3:49][C:50]1([CH3:67])[C:54]2[C:55]([O:59][C:60]3[N:65]=[CH:64][C:63]([NH:66][C:13]([C:9]4([NH:8][C:6](=[O:7])[O:5][C:2]([CH3:1])([CH3:3])[CH3:4])[CH2:10][CH2:11][CH2:12]4)=[O:15])=[CH:62][CH:61]=3)=[CH:56][CH:57]=[CH:58][C:53]=2[O:52][CH2:51]1. Given the reactants [CH3:1][C:2]([O:5][C:6]([NH:8][C:9]1([C:13]([OH:15])=O)[CH2:12][CH2:11][CH2:10]1)=[O:7])([CH3:4])[CH3:3].CCN(C(C)C)C(C)C.CN(C(ON1N=NC2C=CC=NC1=2)=[N+](C)C)C.F[P-](F)(F)(F)(F)F.[CH3:49][C:50]1([CH3:67])[C:54]2[C:55]([O:59][C:60]3[N:65]=[CH:64][C:63]([NH2:66])=[CH:62][CH:61]=3)=[CH:56][CH:57]=[CH:58][C:53]=2[O:52][CH2:51]1, predict the reaction product. (8) Given the reactants C(=O)(O)[O-].[Na+].[I-].[K+].O.Cl.[NH:10]1[CH2:15][CH2:14][C:13](=[O:16])[CH2:12][CH2:11]1.Br[CH2:18][CH2:19][CH2:20][C:21]([O:23][C:24]([CH3:27])([CH3:26])[CH3:25])=[O:22], predict the reaction product. The product is: [O:16]=[C:13]1[CH2:14][CH2:15][N:10]([CH2:18][CH2:19][CH2:20][C:21]([O:23][C:24]([CH3:27])([CH3:26])[CH3:25])=[O:22])[CH2:11][CH2:12]1. (9) Given the reactants C[O:2][C:3]1[CH:12]=[CH:11][C:10]2[NH:9][C:8](=[O:13])[C:7]3[S:14][CH:15]=[CH:16][C:6]=3[C:5]=2[C:4]=1[C:17]1[CH:22]=[CH:21][C:20]([N:23]2[CH2:28][CH2:27][N:26]([S:29]([CH3:32])(=[O:31])=[O:30])[CH2:25][CH2:24]2)=[CH:19][CH:18]=1.BrB(Br)Br, predict the reaction product. The product is: [OH:2][C:3]1[CH:12]=[CH:11][C:10]2[NH:9][C:8](=[O:13])[C:7]3[S:14][CH:15]=[CH:16][C:6]=3[C:5]=2[C:4]=1[C:17]1[CH:18]=[CH:19][C:20]([N:23]2[CH2:28][CH2:27][N:26]([S:29]([CH3:32])(=[O:31])=[O:30])[CH2:25][CH2:24]2)=[CH:21][CH:22]=1.